This data is from NCI-60 drug combinations with 297,098 pairs across 59 cell lines. The task is: Regression. Given two drug SMILES strings and cell line genomic features, predict the synergy score measuring deviation from expected non-interaction effect. Drug 1: CCCCCOC(=O)NC1=NC(=O)N(C=C1F)C2C(C(C(O2)C)O)O. Drug 2: CS(=O)(=O)CCNCC1=CC=C(O1)C2=CC3=C(C=C2)N=CN=C3NC4=CC(=C(C=C4)OCC5=CC(=CC=C5)F)Cl. Cell line: MCF7. Synergy scores: CSS=14.5, Synergy_ZIP=0.478, Synergy_Bliss=2.95, Synergy_Loewe=-7.55, Synergy_HSA=3.74.